This data is from Forward reaction prediction with 1.9M reactions from USPTO patents (1976-2016). The task is: Predict the product of the given reaction. (1) Given the reactants [CH3:1][O:2][C:3]1[CH:4]=[C:5]([C:11]2[O:12][C:13]3[C:18]([C:19](=[O:21])[CH:20]=2)=[C:17]([O:22]C)[C:16](I)=[C:15]([O:25][CH3:26])[CH:14]=3)[CH:6]=[CH:7][C:8]=1[O:9][CH3:10].[CH2:27]([O:39][CH2:40][C:41]1[CH:46]=[CH:45][CH:44]=[CH:43][CH:42]=1)[CH2:28][CH2:29][CH2:30][CH2:31][CH2:32][CH2:33][CH2:34][CH2:35][CH2:36][C:37]#[CH:38], predict the reaction product. The product is: [CH2:40]([O:39][CH2:27][CH2:28][CH2:29][CH2:30][CH2:31][CH2:32][CH2:33][CH2:34][CH2:35][CH2:36][C:37]1[O:22][C:17]2=[C:18]3[C:13](=[CH:14][C:15]([O:25][CH3:26])=[C:16]2[CH:38]=1)[O:12][C:11]([C:5]1[CH:6]=[CH:7][C:8]([O:9][CH3:10])=[C:3]([O:2][CH3:1])[CH:4]=1)=[CH:20][C:19]3=[O:21])[C:41]1[CH:42]=[CH:43][CH:44]=[CH:45][CH:46]=1. (2) Given the reactants [CH3:1][O:2][C:3](=[O:15])[C:4]1[C:5](=[C:10]([OH:14])[CH:11]=[CH:12][CH:13]=1)[C:6]([O:8][CH3:9])=[O:7].[F:16][C:17]1[C:25]2[CH:24]=[C:23]([CH2:26]O)[S:22][C:21]=2[CH:20]=[CH:19][CH:18]=1.C1(P(C2C=CC=CC=2)C2C=CC=CC=2)C=CC=CC=1.N(C(OC(C)C)=O)=NC(OC(C)C)=O, predict the reaction product. The product is: [CH3:1][O:2][C:3](=[O:15])[C:4]1[C:5](=[C:10]([O:14][CH2:26][C:23]2[S:22][C:21]3[CH:20]=[CH:19][CH:18]=[C:17]([F:16])[C:25]=3[CH:24]=2)[CH:11]=[CH:12][CH:13]=1)[C:6]([O:8][CH3:9])=[O:7]. (3) Given the reactants [NH2:1][C:2]1[CH:9]=[CH:8][C:5]([C:6]#[N:7])=[C:4]([CH3:10])[N:3]=1.[Cl:11][CH2:12][CH:13]=O, predict the reaction product. The product is: [ClH:11].[CH3:10][C:4]1[N:3]2[CH:12]=[CH:13][N:1]=[C:2]2[CH:9]=[CH:8][C:5]=1[C:6]#[N:7]. (4) The product is: [F:11][CH:10]([F:12])[O:9][C:4]1[CH:3]=[C:2]([B:13]2[O:17][C:16]([CH3:19])([CH3:18])[C:15]([CH3:21])([CH3:20])[O:14]2)[CH:7]=[C:6]([F:8])[CH:5]=1. Given the reactants Br[C:2]1[CH:7]=[C:6]([F:8])[CH:5]=[C:4]([O:9][CH:10]([F:12])[F:11])[CH:3]=1.[B:13]1([B:13]2[O:17][C:16]([CH3:19])([CH3:18])[C:15]([CH3:21])([CH3:20])[O:14]2)[O:17][C:16]([CH3:19])([CH3:18])[C:15]([CH3:21])([CH3:20])[O:14]1.C([O-])(=O)C.[K+], predict the reaction product. (5) Given the reactants [CH3:1][C:2]([C:4]1[CH:9]=[CH:8][CH:7]=[CH:6][CH:5]=1)=[CH2:3].[CH:10]([OH:13])([CH3:12])[CH3:11], predict the reaction product. The product is: [CH3:11][C:10]([OH:13])([CH2:3][CH:2]([C:4]1[CH:9]=[CH:8][CH:7]=[CH:6][CH:5]=1)[CH3:1])[CH3:12]. (6) The product is: [CH3:5][Si:6]([CH3:13])([CH3:12])[CH2:7][CH2:8][C:9]([Cl:3])=[O:10]. Given the reactants S(Cl)([Cl:3])=O.[CH3:5][Si:6]([CH3:13])([CH3:12])[CH2:7][CH2:8][C:9](O)=[O:10], predict the reaction product. (7) Given the reactants CS(C)=O.C(Cl)(=O)C(Cl)=O.[C:11]([N:18]1[CH2:24][CH2:23][CH2:22][C@@H:19]1[CH2:20][OH:21])([O:13][C:14]([CH3:17])([CH3:16])[CH3:15])=[O:12].C(N(CC)CC)C, predict the reaction product. The product is: [C:14]([O:13][C:11]([N:18]1[CH2:24][CH2:23][CH2:22][C@@H:19]1[CH:20]=[O:21])=[O:12])([CH3:17])([CH3:16])[CH3:15].